The task is: Predict the reactants needed to synthesize the given product.. This data is from Full USPTO retrosynthesis dataset with 1.9M reactions from patents (1976-2016). Given the product [ClH:12].[Cl:12][C:11]1[CH:7]=[C:3]([C:4]([NH2:6])=[O:5])[C:1](=[NH:2])[N:34]([CH:32]([C:28]2[CH:29]=[CH:30][CH:31]=[C:26]([S:23]([CH3:22])(=[O:25])=[O:24])[CH:27]=2)[CH3:33])[CH:10]=1, predict the reactants needed to synthesize it. The reactants are: [C:1]([CH:3]([CH:7]1[C:11]([Cl:12])=[C:10](Cl)C(=O)O1)[C:4]([NH2:6])=[O:5])#[N:2].C(=O)([O-])[O-].[K+].[K+].Cl.[CH3:22][S:23]([C:26]1[CH:27]=[C:28]([CH:32]([NH2:34])[CH3:33])[CH:29]=[CH:30][CH:31]=1)(=[O:25])=[O:24].